This data is from Forward reaction prediction with 1.9M reactions from USPTO patents (1976-2016). The task is: Predict the product of the given reaction. (1) Given the reactants [NH2:1][C:2]1[CH:7]=[CH:6][CH:5]=[CH:4][CH:3]=1.[CH:8]1[CH:13]=[CH:12][C:11](N)=[CH:10][CH:9]=1.Cl.[OH2:16].[OH-].[Na+].[C:19]1([CH3:25])C=CC=C[CH:20]=1, predict the reaction product. The product is: [C:11]1([C:25]2[CH:19]=[C:20]([OH:16])[C:7]3[C:2](=[CH:3][CH:4]=[CH:5][CH:6]=3)[N:1]=2)[CH:12]=[CH:13][CH:8]=[CH:9][CH:10]=1. (2) Given the reactants [CH:1]1[N:2]=[CH:3][N:4]2[CH2:9][CH2:8][CH2:7][C:6](=[O:10])[C:5]=12.[C:11]1([Mg]Br)[CH:16]=[CH:15][CH:14]=[CH:13][CH:12]=1, predict the reaction product. The product is: [C:11]1([C:6]2([OH:10])[CH2:7][CH2:8][CH2:9][N:4]3[CH:3]=[N:2][CH:1]=[C:5]23)[CH:16]=[CH:15][CH:14]=[CH:13][CH:12]=1. (3) The product is: [N:1]1[NH:2][C:17]2[CH:16]=[CH:15][CH:14]=[C:11]3[CH2:12][CH2:13][C:7]4=[C:6]([CH:18]=[O:19])[CH:5]=[CH:4][CH:3]=[C:8]4[C:9]=1[C:10]=23. Given the reactants [N:1]1[NH:2][C:3]2[CH:4]=[CH:5][C:6]([CH2:18][OH:19])=[C:7]3[CH2:13][CH2:12][C:11]4[CH:14]=[CH:15][CH:16]=[CH:17][C:10]=4[C:9]=1[C:8]=23, predict the reaction product. (4) Given the reactants [C:1]([C:5]1[CH:6]=[C:7]([C:16]2[CH:17]=[C:18]([C:35]3[CH:40]=[CH:39][C:38]([C:41]([O:43][CH2:44][CH3:45])=[O:42])=[CH:37][CH:36]=3)[CH:19]=[CH:20][C:21]=2[O:22][CH2:23][CH2:24][CH2:25][CH2:26][O:27][Si](C(C)(C)C)(C)C)[CH:8]=[CH:9][C:10]=1[N:11]1[CH2:15][CH2:14][CH2:13][CH2:12]1)([CH3:4])([CH3:3])[CH3:2].[F-].C([N+](CCCC)(CCCC)CCCC)CCC, predict the reaction product. The product is: [C:1]([C:5]1[CH:6]=[C:7]([C:16]2[CH:17]=[C:18]([C:35]3[CH:40]=[CH:39][C:38]([C:41]([O:43][CH2:44][CH3:45])=[O:42])=[CH:37][CH:36]=3)[CH:19]=[CH:20][C:21]=2[O:22][CH2:23][CH2:24][CH2:25][CH2:26][OH:27])[CH:8]=[CH:9][C:10]=1[N:11]1[CH2:15][CH2:14][CH2:13][CH2:12]1)([CH3:4])([CH3:2])[CH3:3]. (5) Given the reactants [C:1](=[O:14])([O:3][C:4]12[CH2:13][CH:8]3[CH2:9][CH:10]([CH2:12][CH:6]([CH2:7]3)[CH2:5]1)[CH2:11]2)[NH2:2].IC1C=CC=C(CC([O-])=O)C=1CC([O-])=O.[O-2].[Mg+2], predict the reaction product. The product is: [C:4]123[CH2:5][CH:6]4[CH2:12][CH:10]([CH2:9][CH:8]([CH2:7]4)[CH:13]1[NH:2][C:1](=[O:14])[O:3]2)[CH2:11]3. (6) Given the reactants C[O:2][C:3]([C:5]1[CH:14]=[CH:13][C:12]2[C:7](=[CH:8][CH:9]=[C:10]([Br:15])[CH:11]=2)[CH:6]=1)=[O:4].[OH-].[Li+], predict the reaction product. The product is: [Br:15][C:10]1[CH:11]=[C:12]2[C:7](=[CH:8][CH:9]=1)[CH:6]=[C:5]([C:3]([OH:4])=[O:2])[CH:14]=[CH:13]2. (7) Given the reactants [C:1]([N:4]1[C:13]2[C:8](=[CH:9][C:10]([C:14]([O:16][CH2:17][CH3:18])=[O:15])=[CH:11][CH:12]=2)[C@H:7]([NH2:19])[C@@H:6]([CH3:20])[C@@H:5]1[CH:21]1[CH2:23][CH2:22]1)(=[O:3])[CH3:2].Br[C:25]1[CH:32]=[CH:31][C:28]([C:29]#[N:30])=[C:27]([CH3:33])[CH:26]=1.C([O-])([O-])=O.[Cs+].[Cs+], predict the reaction product. The product is: [C:1]([N:4]1[C:13]2[C:8](=[CH:9][C:10]([C:14]([O:16][CH2:17][CH3:18])=[O:15])=[CH:11][CH:12]=2)[C@H:7]([NH:19][C:25]2[CH:32]=[CH:31][C:28]([C:29]#[N:30])=[C:27]([CH3:33])[CH:26]=2)[C@@H:6]([CH3:20])[C@@H:5]1[CH:21]1[CH2:22][CH2:23]1)(=[O:3])[CH3:2].